Dataset: Forward reaction prediction with 1.9M reactions from USPTO patents (1976-2016). Task: Predict the product of the given reaction. (1) Given the reactants [F-].[Cs+].[CH3:9][O:10][CH2:11][CH2:12]OC[CH2:9][O:10][CH2:11][CH2:12]OC.[F:15][C:16]([F:24])([F:23])[C:17]1([F:22])[O:21][C:18]1([F:20])[F:19].C1OC1C.C(Cl)(=O)C, predict the reaction product. The product is: [F:15][C:16]([F:24])([F:23])[C:17]1([F:22])[O:21][C:18]1([F:20])[F:19].[CH2:9]1[O:10][CH:11]1[CH3:12]. (2) Given the reactants Br[C:2]1[CH:10]=[CH:9][C:5]([C:6]([OH:8])=[O:7])=[CH:4][CH:3]=1.[C:11]1([CH3:20])[CH:16]=[CH:15][CH:14]=[C:13](B(O)O)[CH:12]=1, predict the reaction product. The product is: [C:11]1([CH3:20])[CH:16]=[CH:15][CH:14]=[C:13]([C:2]2[CH:10]=[CH:9][C:5]([C:6]([OH:8])=[O:7])=[CH:4][CH:3]=2)[CH:12]=1.